Dataset: Reaction yield outcomes from USPTO patents with 853,638 reactions. Task: Predict the reaction yield, written as a fraction of the theoretical maximum amount of product (1.0 means a 100% yield; for example, 0.34 means a 34% yield). (1) The reactants are [CH2:1]([O:3][C:4](=[O:17])[CH:5]=[CH:6][C:7]1[CH:12]=[CH:11][C:10]([C:13]([CH3:16])([CH3:15])[CH3:14])=[CH:9][CH:8]=1)[CH3:2]. The catalyst is CO.CCOCC.[Pd]. The product is [C:13]([C:10]1[CH:9]=[CH:8][C:7]([CH2:6][CH2:5][C:4]([O:3][CH2:1][CH3:2])=[O:17])=[CH:12][CH:11]=1)([CH3:16])([CH3:14])[CH3:15]. The yield is 0.930. (2) The reactants are [CH3:1][O:2][C:3]1[CH:11]=[C:10]([N:12]2[CH2:17][CH2:16][C:15]3[CH:18]=[C:19]([C:21]4[CH:26]=[CH:25][C:24]([O:27][CH3:28])=[CH:23][CH:22]=4)[S:20][C:14]=3[C:13]2=[O:29])[CH:9]=[CH:8][C:4]=1[C:5](O)=[O:6].[N:30]1([CH2:35][CH2:36][NH2:37])[CH2:34][CH2:33][CH2:32][CH2:31]1.CCN=C=NCCCN(C)C.C1C=CC2N(O)N=NC=2C=1.CCN(CC)CC. The catalyst is CN(C=O)C.CCOC(C)=O. The product is [CH3:1][O:2][C:3]1[CH:11]=[C:10]([N:12]2[CH2:17][CH2:16][C:15]3[CH:18]=[C:19]([C:21]4[CH:26]=[CH:25][C:24]([O:27][CH3:28])=[CH:23][CH:22]=4)[S:20][C:14]=3[C:13]2=[O:29])[CH:9]=[CH:8][C:4]=1[C:5]([NH:37][CH2:36][CH2:35][N:30]1[CH2:34][CH2:33][CH2:32][CH2:31]1)=[O:6]. The yield is 0.0500. (3) The reactants are C(OC([N:8]1[CH2:13][CH2:12][N:11]([C:14]2[CH:19]=[CH:18][C:17]([C:20]3[CH:21]=[C:22]4[C:28]([C:29]5[C:30]([CH3:43])=[N:31][N:32]([CH2:35][C:36]6[CH:41]=[CH:40][CH:39]=[C:38]([F:42])[CH:37]=6)[C:33]=5[CH3:34])=[C:27]([CH:44]5[CH2:46][CH2:45]5)[N:26](C(OC(C)(C)C)=O)[C:23]4=[N:24][CH:25]=3)=[CH:16][CH:15]=2)[CH2:10][CH2:9]1)=O)(C)(C)C.CO.Cl.C(=O)(O)[O-].[Na+]. The yield is 0.0972. The product is [CH:44]1([C:27]2[NH:26][C:23]3=[N:24][CH:25]=[C:20]([C:17]4[CH:18]=[CH:19][C:14]([N:11]5[CH2:10][CH2:9][NH:8][CH2:13][CH2:12]5)=[CH:15][CH:16]=4)[CH:21]=[C:22]3[C:28]=2[C:29]2[C:30]([CH3:43])=[N:31][N:32]([CH2:35][C:36]3[CH:41]=[CH:40][CH:39]=[C:38]([F:42])[CH:37]=3)[C:33]=2[CH3:34])[CH2:46][CH2:45]1. The catalyst is CO.C(Cl)(Cl)Cl. (4) The reactants are C[O:2][C:3](=[O:28])[CH:4]([C:10]1[CH:11]=[C:12]([C:19]2[CH:24]=[CH:23][CH:22]=[C:21]([N+:25]([O-:27])=[O:26])[CH:20]=2)[C:13]([OH:18])=[C:14]([CH:16]=[O:17])[CH:15]=1)[CH2:5][C:6]([O:8]C)=[O:7].Cl. The catalyst is C(#N)C. The product is [CH:16]([C:14]1[CH:15]=[C:10]([CH:4]([CH2:5][C:6]([OH:8])=[O:7])[C:3]([OH:28])=[O:2])[CH:11]=[C:12]([C:19]2[CH:24]=[CH:23][CH:22]=[C:21]([N+:25]([O-:27])=[O:26])[CH:20]=2)[C:13]=1[OH:18])=[O:17]. The yield is 0.980. (5) The reactants are CO[C:3]([C:5]1[NH:6][C:7]2[C:12]([CH:13]=1)=[CH:11][CH:10]=[C:9]([N+:14]([O-:16])=[O:15])[CH:8]=2)=[O:4].[CH3:17][N:18]([CH3:22])[CH2:19][CH2:20][NH2:21]. No catalyst specified. The product is [CH3:17][N:18]([CH3:22])[CH2:19][CH2:20][NH:21][C:3]([C:5]1[NH:6][C:7]2[C:12]([CH:13]=1)=[CH:11][CH:10]=[C:9]([N+:14]([O-:16])=[O:15])[CH:8]=2)=[O:4]. The yield is 0.840. (6) The reactants are P(Cl)(Cl)([Cl:3])=O.CN(C)[CH:8]=[O:9].[C:11]([N:15]1[C:19](O)=[CH:18][C:17]([C:21]([F:24])([F:23])[F:22])=[N:16]1)([CH3:14])([CH3:13])[CH3:12]. The catalyst is O. The product is [C:11]([N:15]1[C:19]([Cl:3])=[C:18]([CH:8]=[O:9])[C:17]([C:21]([F:24])([F:23])[F:22])=[N:16]1)([CH3:14])([CH3:13])[CH3:12]. The yield is 0.217.